Dataset: Full USPTO retrosynthesis dataset with 1.9M reactions from patents (1976-2016). Task: Predict the reactants needed to synthesize the given product. Given the product [F:1][C:2]1[CH:7]=[C:6]([CH2:8][N:9]([CH3:10])[C:28](=[O:29])[O:30][C:31]([CH3:32])([CH3:33])[CH3:34])[CH:5]=[CH:4][C:3]=1[CH2:11][OH:12], predict the reactants needed to synthesize it. The reactants are: [F:1][C:2]1[CH:7]=[C:6]([CH2:8][NH:9][CH3:10])[CH:5]=[CH:4][C:3]=1[CH2:11][OH:12].C(N(CC)CC)C.[CH3:32][C:31]([O:30][C:28](O[C:28]([O:30][C:31]([CH3:34])([CH3:33])[CH3:32])=[O:29])=[O:29])([CH3:34])[CH3:33].O.